From a dataset of Full USPTO retrosynthesis dataset with 1.9M reactions from patents (1976-2016). Predict the reactants needed to synthesize the given product. (1) Given the product [CH3:31][NH:30][C:28]([C:27]1[C:26]2[C:21](=[CH:22][C:23]([O:32][C:2]3[CH:7]=[CH:6][N:5]=[C:4]4[CH:8]=[C:9]([C:11]5[N:12]([CH3:16])[CH:13]=[CH:14][N:15]=5)[S:10][C:3]=34)=[CH:24][CH:25]=2)[N:20]([CH3:33])[C:19]=1[CH2:17][CH3:18])=[O:29], predict the reactants needed to synthesize it. The reactants are: Cl[C:2]1[CH:7]=[CH:6][N:5]=[C:4]2[CH:8]=[C:9]([C:11]3[N:12]([CH3:16])[CH:13]=[CH:14][N:15]=3)[S:10][C:3]=12.[CH2:17]([C:19]1[N:20]([CH3:33])[C:21]2[C:26]([C:27]=1[C:28]([NH:30][CH3:31])=[O:29])=[CH:25][CH:24]=[C:23]([OH:32])[CH:22]=2)[CH3:18].C([O-])([O-])=O.[Cs+].[Cs+]. (2) Given the product [C:45]([N:5]1[C:6]2[C:11](=[CH:10][CH:9]=[C:8]([O:26][CH3:27])[CH:7]=2)[C@H:12]([NH:15][C:16](=[O:25])[O:17][CH2:18][C:19]2[CH:24]=[CH:23][CH:22]=[CH:21][CH:20]=2)[C@@H:13]([CH3:14])[C@@H:4]1[CH:1]1[CH2:3][CH2:2]1)(=[O:44])[CH3:46], predict the reactants needed to synthesize it. The reactants are: [CH:1]1([C@H:4]2[C@H:13]([CH3:14])[C@@H:12]([NH:15][C:16](=[O:25])[O:17][CH2:18][C:19]3[CH:24]=[CH:23][CH:22]=[CH:21][CH:20]=3)[C:11]3[C:6](=[CH:7][C:8]([O:26][CH3:27])=[CH:9][CH:10]=3)[NH:5]2)[CH2:3][CH2:2]1.C1([C@H]2[C@H](C)[C@@H](NC(=O)[O:44][CH2:45][C:46]3C=CC=CC=3)C3C(=CC(F)=CC=3)N2)CC1.N1C=CC=CC=1.C(Cl)(=O)C.C(=O)(O)[O-].[Na+]. (3) Given the product [CH2:18]([O:9][CH2:8][CH:7]([OH:10])[CH2:6][N:1]1[CH2:5][CH2:4][CH2:3][CH2:2]1)[CH2:19][CH2:20][CH2:21][CH2:22][CH2:23][CH2:24][CH2:25]/[CH:26]=[CH:27]\[CH2:28]/[CH:29]=[CH:30]\[CH2:31][CH2:32][CH2:33][CH2:34][CH3:35], predict the reactants needed to synthesize it. The reactants are: [N:1]1([CH2:6][CH:7]([OH:10])[CH2:8][OH:9])[CH2:5][CH2:4][CH2:3][CH2:2]1.[H-].[Na+].CS(O[CH2:18][CH2:19][CH2:20][CH2:21][CH2:22][CH2:23][CH2:24][CH2:25]/[CH:26]=[CH:27]\[CH2:28]/[CH:29]=[CH:30]\[CH2:31][CH2:32][CH2:33][CH2:34][CH3:35])(=O)=O.